This data is from Forward reaction prediction with 1.9M reactions from USPTO patents (1976-2016). The task is: Predict the product of the given reaction. Given the reactants Cl.Cl.[CH3:3][C@H:4]1[CH2:9][NH:8][CH2:7][CH2:6][N:5]1[C:10]([C:12]1[CH:17]=[CH:16][CH:15]=[CH:14][N:13]=1)=[O:11].CCN(C(C)C)C(C)C.[C:27]([C:29]1[CH:34]=[CH:33][C:32]([S:35](Cl)(=[O:37])=[O:36])=[CH:31][CH:30]=1)#[N:28].O, predict the reaction product. The product is: [CH3:3][C@@H:4]1[N:5]([C:10]([C:12]2[CH:17]=[CH:16][CH:15]=[CH:14][N:13]=2)=[O:11])[CH2:6][CH2:7][N:8]([S:35]([C:32]2[CH:31]=[CH:30][C:29]([C:27]#[N:28])=[CH:34][CH:33]=2)(=[O:37])=[O:36])[CH2:9]1.